Predict the reaction yield, written as a fraction of the theoretical maximum amount of product (1.0 means a 100% yield; for example, 0.34 means a 34% yield). From a dataset of Reaction yield outcomes from USPTO patents with 853,638 reactions. The reactants are [NH2:1][C:2]1[CH:7]=[CH:6][C:5]([N:8]2[C:14](=[O:15])[CH2:13][C:12](=[O:16])[NH:11][C:10]3[C:17]4[C:22]([CH:23]=[CH:24][C:9]2=3)=[CH:21][CH:20]=[CH:19][CH:18]=4)=[CH:4][CH:3]=1.[C:25]1([CH2:31][CH2:32][C:33](Cl)=[O:34])[CH:30]=[CH:29][CH:28]=[CH:27][CH:26]=1.C(NC1C=CC(N2C(=O)CC(=O)NC3C4C(C=CC2=3)=CC=CC=4)=CC=1)(=O)C1C=CC=CC=1. No catalyst specified. The product is [C:25]1([CH2:31][CH2:32][C:33]([NH:1][C:2]2[CH:7]=[CH:6][C:5]([N:8]3[C:14](=[O:15])[CH2:13][C:12](=[O:16])[NH:11][C:10]4[C:17]5[C:22]([CH:23]=[CH:24][C:9]3=4)=[CH:21][CH:20]=[CH:19][CH:18]=5)=[CH:4][CH:3]=2)=[O:34])[CH:30]=[CH:29][CH:28]=[CH:27][CH:26]=1. The yield is 0.290.